From a dataset of Full USPTO retrosynthesis dataset with 1.9M reactions from patents (1976-2016). Predict the reactants needed to synthesize the given product. (1) Given the product [CH2:37]([N:44]1[CH2:1][C:2]2[C:7](=[CH:6][CH:5]=[CH:4][C:3]=2[O:9][CH3:10])[CH2:8]1)[C:38]1[CH:43]=[CH:42][CH:41]=[CH:40][CH:39]=1, predict the reactants needed to synthesize it. The reactants are: [CH3:1][C:2]1[C:7]([CH3:8])=[CH:6][CH:5]=[CH:4][C:3]=1[O:9][CH3:10].BrN1C(=O)CCC1=O.C(OOC(=O)C1C=CC=CC=1)(=O)C1C=CC=CC=1.[CH2:37]([NH2:44])[C:38]1[CH:43]=[CH:42][CH:41]=[CH:40][CH:39]=1. (2) Given the product [CH2:1]([O:3][C:4]([C:6]1([NH:11][C:12]([CH:14]2[CH2:18][CH:17]([O:19][C:20]3[C:29]4[C:24](=[CH:25][C:26]([O:30][CH3:31])=[CH:27][CH:28]=4)[N:23]=[C:22]([C:32]4[CH:33]=[CH:34][CH:35]=[CH:36][CH:37]=4)[CH:21]=3)[CH2:16][N:15]2[C:38]([N:55]([CH2:56][CH2:57][CH2:58][CH2:59][CH2:60][CH:61]=[CH2:62])[NH:54][C:52]([O:51][C:47]([CH3:50])([CH3:49])[CH3:48])=[O:53])=[O:39])=[O:13])[CH2:8][CH:7]1[CH:9]=[CH2:10])=[O:5])[CH3:2], predict the reactants needed to synthesize it. The reactants are: [CH2:1]([O:3][C:4]([C:6]1([NH:11][C:12]([CH:14]2[CH2:18][CH:17]([O:19][C:20]3[C:29]4[C:24](=[CH:25][C:26]([O:30][CH3:31])=[CH:27][CH:28]=4)[N:23]=[C:22]([C:32]4[CH:37]=[CH:36][CH:35]=[CH:34][CH:33]=4)[CH:21]=3)[CH2:16][NH:15]2)=[O:13])[CH2:8][CH:7]1[CH:9]=[CH2:10])=[O:5])[CH3:2].[C:38](=O)([O-])[OH:39].[Na+].C(Cl)(Cl)=O.[C:47]([O:51][C:52]([NH:54][NH:55][CH2:56][CH2:57][CH2:58][CH2:59][CH2:60][CH:61]=[CH2:62])=[O:53])([CH3:50])([CH3:49])[CH3:48]. (3) Given the product [CH2:1]([N:8]1[CH2:13][CH2:12][C:11]2([CH2:21][C:20]3[C:15](=[CH:16][C:17]([O:22][CH3:23])=[CH:18][CH:19]=3)[CH:14]2[OH:24])[CH2:10][CH2:9]1)[C:2]1[CH:7]=[CH:6][CH:5]=[CH:4][CH:3]=1, predict the reactants needed to synthesize it. The reactants are: [CH2:1]([N:8]1[CH2:13][CH2:12][C:11]2([CH2:21][C:20]3[C:15](=[CH:16][C:17]([O:22][CH3:23])=[CH:18][CH:19]=3)[C:14]2=[O:24])[CH2:10][CH2:9]1)[C:2]1[CH:7]=[CH:6][CH:5]=[CH:4][CH:3]=1.[BH4-].[Na+]. (4) Given the product [CH3:1][O:2][C:3]1[C:8]2[O:9][CH2:10][CH2:11][O:12][C:7]=2[C:6]([C:13]2([CH2:23][CH2:24][C:25]([O:27][CH2:28][CH3:29])=[O:26])[CH2:14][CH2:15][C:16](=[O:17])[CH2:21][CH2:22]2)=[CH:5][CH:4]=1, predict the reactants needed to synthesize it. The reactants are: [CH3:1][O:2][C:3]1[C:8]2[O:9][CH2:10][CH2:11][O:12][C:7]=2[C:6]([C:13]2([CH2:23][CH2:24][C:25]([O:27][CH2:28][CH3:29])=[O:26])[CH2:22][CH2:21][C:16]3(OCC[O:17]3)[CH2:15][CH2:14]2)=[CH:5][CH:4]=1.Cl.C(=O)(O)[O-].[Na+]. (5) Given the product [Cl:18][C:19]1[CH:20]=[C:21]2[CH2:32][C@@H:31]([CH2:33][C:34]([N:14]3[CH2:15][CH2:16][CH:11]([C:8]4[C:7](=[O:17])[NH:6][C:5]5[CH:4]=[CH:3][N:2]([CH3:1])[C:10]=5[CH:9]=4)[CH2:12][CH2:13]3)=[O:36])[C:30](=[O:37])[N:29]([CH2:38][C:39]([CH3:42])([CH3:40])[CH3:41])[CH2:28][C:22]2=[C:23]2[C:27]=1[NH:26][CH:43]=[CH:24]2, predict the reactants needed to synthesize it. The reactants are: [CH3:1][N:2]1[C:10]2[CH:9]=[C:8]([CH:11]3[CH2:16][CH2:15][NH:14][CH2:13][CH2:12]3)[C:7](=[O:17])[NH:6][C:5]=2[CH:4]=[CH:3]1.[Cl:18][C:19]1[C:27]2[NH:26]N=[CH:24][C:23]=2[C:22]2[CH2:28][N:29]([CH2:38][C:39]([CH3:42])([CH3:41])[CH3:40])[C:30](=[O:37])[C@H:31]([CH2:33][C:34]([OH:36])=O)[CH2:32][C:21]=2[CH:20]=1.[CH:43]1C=CC2N(O)N=NC=2C=1.C(Cl)CCl.C(N(C(C)C)CC)(C)C. (6) Given the product [CH:28]1([C:31]2[C:36]([F:37])=[C:35]([CH2:38][N:17]3[CH2:16][C:15]4([CH2:26][C:12]([N:9]5[CH2:10][CH2:11][C:6]([CH3:27])([C:4]([O:3][CH2:1][CH3:2])=[O:5])[CH2:7][CH2:8]5)=[N:13][O:14]4)[CH2:18]3)[C:34]([O:40][CH3:41])=[CH:33][C:32]=2[C:42]2[CH:43]=[CH:44][C:45]([F:48])=[CH:46][CH:47]=2)[CH2:30][CH2:29]1, predict the reactants needed to synthesize it. The reactants are: [CH2:1]([O:3][C:4]([C:6]1([CH3:27])[CH2:11][CH2:10][N:9]([C:12]2[CH2:26][C:15]3([CH2:18][N:17](C(OC(C)(C)C)=O)[CH2:16]3)[O:14][N:13]=2)[CH2:8][CH2:7]1)=[O:5])[CH3:2].[CH:28]1([C:31]2[C:36]([F:37])=[C:35]([CH:38]=O)[C:34]([O:40][CH3:41])=[CH:33][C:32]=2[C:42]2[CH:47]=[CH:46][C:45]([F:48])=[CH:44][CH:43]=2)[CH2:30][CH2:29]1.